Task: Regression. Given two drug SMILES strings and cell line genomic features, predict the synergy score measuring deviation from expected non-interaction effect.. Dataset: NCI-60 drug combinations with 297,098 pairs across 59 cell lines (1) Drug 1: CN(C)N=NC1=C(NC=N1)C(=O)N. Drug 2: CC(C)CN1C=NC2=C1C3=CC=CC=C3N=C2N. Cell line: DU-145. Synergy scores: CSS=11.1, Synergy_ZIP=2.97, Synergy_Bliss=8.92, Synergy_Loewe=7.18, Synergy_HSA=6.35. (2) Drug 2: C1=CC(=CC=C1CC(C(=O)O)N)N(CCCl)CCCl.Cl. Synergy scores: CSS=46.2, Synergy_ZIP=-4.59, Synergy_Bliss=-5.71, Synergy_Loewe=-23.6, Synergy_HSA=-6.31. Drug 1: CC1=C2C(C(=O)C3(C(CC4C(C3C(C(C2(C)C)(CC1OC(=O)C(C(C5=CC=CC=C5)NC(=O)OC(C)(C)C)O)O)OC(=O)C6=CC=CC=C6)(CO4)OC(=O)C)OC)C)OC. Cell line: K-562. (3) Drug 1: CN1C2=C(C=C(C=C2)N(CCCl)CCCl)N=C1CCCC(=O)O.Cl. Drug 2: CC(C)(C#N)C1=CC(=CC(=C1)CN2C=NC=N2)C(C)(C)C#N. Cell line: MOLT-4. Synergy scores: CSS=3.62, Synergy_ZIP=-1.47, Synergy_Bliss=-2.28, Synergy_Loewe=-1.89, Synergy_HSA=-3.02. (4) Drug 1: C1=CC(=CC=C1CC(C(=O)O)N)N(CCCl)CCCl.Cl. Drug 2: CC1=C2C(C(=O)C3(C(CC4C(C3C(C(C2(C)C)(CC1OC(=O)C(C(C5=CC=CC=C5)NC(=O)OC(C)(C)C)O)O)OC(=O)C6=CC=CC=C6)(CO4)OC(=O)C)O)C)O. Cell line: NCI/ADR-RES. Synergy scores: CSS=-2.06, Synergy_ZIP=-1.77, Synergy_Bliss=-0.778, Synergy_Loewe=-3.52, Synergy_HSA=-3.06. (5) Synergy scores: CSS=40.6, Synergy_ZIP=1.22, Synergy_Bliss=2.06, Synergy_Loewe=-25.9, Synergy_HSA=3.09. Cell line: UACC62. Drug 2: C1=NC2=C(N=C(N=C2N1C3C(C(C(O3)CO)O)O)F)N. Drug 1: C1=CC(=C2C(=C1NCCNCCO)C(=O)C3=C(C=CC(=C3C2=O)O)O)NCCNCCO. (6) Drug 1: C1=CC(=CC=C1CC(C(=O)O)N)N(CCCl)CCCl.Cl. Drug 2: C1=NC2=C(N1)C(=S)N=C(N2)N. Cell line: SF-295. Synergy scores: CSS=32.3, Synergy_ZIP=-6.83, Synergy_Bliss=-5.77, Synergy_Loewe=-7.55, Synergy_HSA=-1.30. (7) Drug 1: CC1=C(C=C(C=C1)NC2=NC=CC(=N2)N(C)C3=CC4=NN(C(=C4C=C3)C)C)S(=O)(=O)N.Cl. Drug 2: CC(C)CN1C=NC2=C1C3=CC=CC=C3N=C2N. Cell line: SF-539. Synergy scores: CSS=6.76, Synergy_ZIP=-3.61, Synergy_Bliss=-3.35, Synergy_Loewe=-7.09, Synergy_HSA=-5.79. (8) Drug 1: CCC1(CC2CC(C3=C(CCN(C2)C1)C4=CC=CC=C4N3)(C5=C(C=C6C(=C5)C78CCN9C7C(C=CC9)(C(C(C8N6C)(C(=O)OC)O)OC(=O)C)CC)OC)C(=O)OC)O.OS(=O)(=O)O. Drug 2: COCCOC1=C(C=C2C(=C1)C(=NC=N2)NC3=CC=CC(=C3)C#C)OCCOC.Cl. Cell line: MDA-MB-231. Synergy scores: CSS=0.891, Synergy_ZIP=4.57, Synergy_Bliss=-1.76, Synergy_Loewe=-0.420, Synergy_HSA=-2.27. (9) Drug 1: CS(=O)(=O)C1=CC(=C(C=C1)C(=O)NC2=CC(=C(C=C2)Cl)C3=CC=CC=N3)Cl. Drug 2: CC1=C(C=C(C=C1)C(=O)NC2=CC(=CC(=C2)C(F)(F)F)N3C=C(N=C3)C)NC4=NC=CC(=N4)C5=CN=CC=C5. Cell line: UACC62. Synergy scores: CSS=8.09, Synergy_ZIP=-0.0341, Synergy_Bliss=3.46, Synergy_Loewe=2.18, Synergy_HSA=2.70.